Dataset: TCR-epitope binding with 47,182 pairs between 192 epitopes and 23,139 TCRs. Task: Binary Classification. Given a T-cell receptor sequence (or CDR3 region) and an epitope sequence, predict whether binding occurs between them. The epitope is SEPVLKGVKL. The TCR CDR3 sequence is CASSQDEGGIEQYF. Result: 1 (the TCR binds to the epitope).